This data is from Full USPTO retrosynthesis dataset with 1.9M reactions from patents (1976-2016). The task is: Predict the reactants needed to synthesize the given product. (1) Given the product [NH2:1][C:2]1[C:11]([C:12]2[S:13][C:14]3[CH:20]=[CH:19][C:18]([NH:21][C:30]([NH:29][C:27]4[CH:26]=[CH:25][C:24]([F:32])=[C:23]([Cl:22])[CH:28]=4)=[O:31])=[CH:17][C:15]=3[CH:16]=2)=[CH:10][C:5]([C:6]([O:8][CH3:9])=[O:7])=[CH:4][N:3]=1, predict the reactants needed to synthesize it. The reactants are: [NH2:1][C:2]1[C:11]([C:12]2[S:13][C:14]3[CH:20]=[CH:19][C:18]([NH2:21])=[CH:17][C:15]=3[CH:16]=2)=[CH:10][C:5]([C:6]([O:8][CH3:9])=[O:7])=[CH:4][N:3]=1.[Cl:22][C:23]1[CH:28]=[C:27]([N:29]=[C:30]=[O:31])[CH:26]=[CH:25][C:24]=1[F:32]. (2) Given the product [CH3:1][C:2]1[CH:17]=[N:16][C:5]2[N:6]([CH2:31][CH2:32][C:33]3[CH:34]=[N:35][C:36]([CH3:39])=[CH:37][CH:38]=3)[C:7]3[CH2:8][CH2:9][N:10]4[CH:14]([C:15]=3[C:4]=2[CH:3]=1)[CH2:13][CH2:12][CH2:11]4, predict the reactants needed to synthesize it. The reactants are: [CH3:1][C:2]1[CH:17]=[N:16][C:5]2[NH:6][C:7]3[CH2:8][CH2:9][N:10]4[CH:14]([C:15]=3[C:4]=2[CH:3]=1)[CH2:13][CH2:12][CH2:11]4.[H-].[Na+].CC1C=CC(S(O[CH2:31][CH2:32][C:33]2[CH:34]=[N:35][C:36]([CH3:39])=[CH:37][CH:38]=2)(=O)=O)=CC=1. (3) Given the product [Cl:21][C:15]1[CH:16]=[C:17]([Cl:20])[CH:18]=[CH:19][C:14]=1[CH:5]1[N:6]=[C:7]([C:9]2[S:10][CH:11]=[CH:12][N:13]=2)[NH:8][C:3]([CH2:2][N:29]2[CH2:30][CH2:31][O:32][C@H:27]([CH3:26])[C@H:28]2[C:33]([OH:35])=[O:34])=[C:4]1[C:22]([O:24][CH3:25])=[O:23], predict the reactants needed to synthesize it. The reactants are: Br[CH2:2][C:3]1[NH:8][C:7]([C:9]2[S:10][CH:11]=[CH:12][N:13]=2)=[N:6][CH:5]([C:14]2[CH:19]=[CH:18][C:17]([Cl:20])=[CH:16][C:15]=2[Cl:21])[C:4]=1[C:22]([O:24][CH3:25])=[O:23].[CH3:26][C@H:27]1[O:32][CH2:31][CH2:30][NH:29][C@@H:28]1[C:33]([OH:35])=[O:34]. (4) Given the product [OH:8][CH2:9][CH:10]1[CH2:15][CH2:14][CH2:13][N:12]([C:16]2[CH:21]=[CH:20][CH:19]=[CH:18][C:17]=2[CH2:22][CH2:23][C:24]([O:26][CH3:27])=[O:25])[CH2:11]1, predict the reactants needed to synthesize it. The reactants are: [Si]([O:8][CH2:9][CH:10]1[CH2:15][CH2:14][CH2:13][N:12]([C:16]2[CH:21]=[CH:20][CH:19]=[CH:18][C:17]=2[CH2:22][CH2:23][C:24]([O:26][CH3:27])=[O:25])[CH2:11]1)(C(C)(C)C)(C)C.C(O)(=O)C.